Dataset: Reaction yield outcomes from USPTO patents with 853,638 reactions. Task: Predict the reaction yield, written as a fraction of the theoretical maximum amount of product (1.0 means a 100% yield; for example, 0.34 means a 34% yield). (1) The reactants are [CH2:1]([NH:8][CH:9]1[CH2:14][CH:13]([C:15]2[CH:20]=[CH:19][N:18]=[CH:17][C:16]=2[N+:21]([O-:23])=[O:22])[O:12][CH:11]([CH3:24])[CH:10]1[OH:25])[C:2]1[CH:7]=[CH:6][CH:5]=[CH:4][CH:3]=1.N1C=CN=C1.[C:31]([Si:35](Cl)([CH3:37])[CH3:36])([CH3:34])([CH3:33])[CH3:32].O. The catalyst is CN(C=O)C. The product is [CH2:1]([NH:8][CH:9]1[CH2:14][CH:13]([C:15]2[CH:20]=[CH:19][N:18]=[CH:17][C:16]=2[N+:21]([O-:23])=[O:22])[O:12][CH:11]([CH3:24])[CH:10]1[O:25][Si:35]([C:31]([CH3:34])([CH3:33])[CH3:32])([CH3:37])[CH3:36])[C:2]1[CH:3]=[CH:4][CH:5]=[CH:6][CH:7]=1. The yield is 0.380. (2) The reactants are [C:1]([C:4]1[C:34](=[O:35])[C@@:8]2([CH3:36])[C:9]3[C:15]([OH:16])=[CH:14][C:13]([O:17][CH3:18])=[C:12]([C:19]([NH:21][CH2:22][C:23]4[C:32]5[C:27](=[CH:28][CH:29]=[CH:30][CH:31]=5)[CH:26]=[CH:25][C:24]=4[CH3:33])=[O:20])[C:10]=3[O:11][C:7]2=[CH:6][C:5]=1[OH:37])(=O)[CH3:2].Cl.[NH2:39][O:40][CH2:41][C:42]([O:44][CH3:45])=[O:43].C(=O)(O)[O-].[Na+]. The catalyst is O1CCCC1.CO. The product is [OH:37][C:5]1[CH:6]=[C:7]2[O:11][C:10]3[C:12]([C:19]([NH:21][CH2:22][C:23]4[C:32]5[C:27](=[CH:28][CH:29]=[CH:30][CH:31]=5)[CH:26]=[CH:25][C:24]=4[CH3:33])=[O:20])=[C:13]([O:17][CH3:18])[CH:14]=[C:15]([OH:16])[C:9]=3[C@:8]2([CH3:36])[C:34](=[O:35])[C:4]=1/[C:1](=[N:39]/[O:40][CH2:41][C:42]([O:44][CH3:45])=[O:43])/[CH3:2]. The yield is 0.910.